Dataset: Reaction yield outcomes from USPTO patents with 853,638 reactions. Task: Predict the reaction yield, written as a fraction of the theoretical maximum amount of product (1.0 means a 100% yield; for example, 0.34 means a 34% yield). (1) The reactants are [C:1]([O:5][C:6]([NH:8][CH2:9][C:10]1([C:16]([O:18]CC)=[O:17])[CH2:15][CH2:14][O:13][CH2:12][CH2:11]1)=[O:7])([CH3:4])([CH3:3])[CH3:2].[OH-].[Na+]. The catalyst is CO. The product is [C:1]([O:5][C:6]([NH:8][CH2:9][C:10]1([C:16]([OH:18])=[O:17])[CH2:11][CH2:12][O:13][CH2:14][CH2:15]1)=[O:7])([CH3:4])([CH3:2])[CH3:3]. The yield is 0.910. (2) The reactants are [S:1](Cl)([CH3:4])(=[O:3])=[O:2].[NH2:6][C:7]1[CH:8]=[C:9]([C:15]2[N:16]=[CH:17][N:18]([C:20]([N:22]([CH:24]3[CH2:29][CH2:28][CH2:27][CH2:26][CH2:25]3)[CH3:23])=[O:21])[CH:19]=2)[CH:10]=[CH:11][C:12]=1[O:13][CH3:14].C(N(CC)CC)C.O. The catalyst is O1CCCC1. The product is [CH:24]1([N:22]([CH3:23])[C:20]([N:18]2[CH:19]=[C:15]([C:9]3[CH:10]=[CH:11][C:12]([O:13][CH3:14])=[C:7]([NH:6][S:1]([CH3:4])(=[O:3])=[O:2])[CH:8]=3)[N:16]=[CH:17]2)=[O:21])[CH2:29][CH2:28][CH2:27][CH2:26][CH2:25]1. The yield is 0.340.